This data is from Catalyst prediction with 721,799 reactions and 888 catalyst types from USPTO. The task is: Predict which catalyst facilitates the given reaction. (1) Reactant: Cl.[F:2][C@@H:3]1[CH2:7][NH:6][C@@H:5]([C:8]2[CH:13]=[C:12]([F:14])[CH:11]=[CH:10][C:9]=2[O:15][CH:16]2[CH2:20][CH2:19][O:18][CH2:17]2)[CH2:4]1.C([O-])([O-])=O.[K+].[K+].F[C:28]1[CH:29]=[CH:30][C:31]([N+:34]([O-:36])=[O:35])=[N:32][CH:33]=1.O. Product: [F:2][C@@H:3]1[CH2:7][N:6]([C:28]2[CH:29]=[CH:30][C:31]([N+:34]([O-:36])=[O:35])=[N:32][CH:33]=2)[C@@H:5]([C:8]2[CH:13]=[C:12]([F:14])[CH:11]=[CH:10][C:9]=2[O:15][C@H:16]2[CH2:20][CH2:19][O:18][CH2:17]2)[CH2:4]1. The catalyst class is: 3. (2) Reactant: C([O:5][C:6](=[O:34])[C:7]([CH3:33])([CH3:32])[CH2:8][NH:9][C:10]([C:12]1[N:13]=[C:14]([C:30]#[N:31])[C:15]2[C:20]([C:21]=1[OH:22])=[CH:19][CH:18]=[C:17]([O:23][CH:24]1[CH2:29][CH2:28][CH2:27][CH2:26][CH2:25]1)[CH:16]=2)=[O:11])(C)(C)C. Product: [C:30]([C:14]1[C:15]2[C:20](=[CH:19][CH:18]=[C:17]([O:23][CH:24]3[CH2:25][CH2:26][CH2:27][CH2:28][CH2:29]3)[CH:16]=2)[C:21]([OH:22])=[C:12]([C:10]([NH:9][CH2:8][C:7]([CH3:33])([CH3:32])[C:6]([OH:34])=[O:5])=[O:11])[N:13]=1)#[N:31]. The catalyst class is: 137. (3) Reactant: N[C:2]([CH3:6])=[CH:3][C:4]#[N:5].[C:7]([NH:11][NH2:12])([CH3:10])([CH3:9])[CH3:8].C(N(CC)CC)C. Product: [C:7]([N:11]1[C:4]([NH2:5])=[CH:3][C:2]([CH3:6])=[N:12]1)([CH3:10])([CH3:9])[CH3:8]. The catalyst class is: 8. (4) Reactant: [Cl:1][C:2]1[C:3]([C:27]2[C:35]3[C:30](=[CH:31][CH:32]=[CH:33][CH:34]=3)[N:29]([CH3:36])[CH:28]=2)=[N:4][C:5]([NH:8][C:9]2[CH:14]=[C:13]([N+:15]([O-])=O)[C:12]([N:18]3[CH2:21][CH:20]([N:22]([CH3:24])[CH3:23])[CH2:19]3)=[CH:11][C:10]=2[O:25][CH3:26])=[N:6][CH:7]=1.[NH4+].[Cl-]. Product: [Cl:1][C:2]1[C:3]([C:27]2[C:35]3[C:30](=[CH:31][CH:32]=[CH:33][CH:34]=3)[N:29]([CH3:36])[CH:28]=2)=[N:4][C:5]([NH:8][C:9]2[C:10]([O:25][CH3:26])=[CH:11][C:12]([N:18]3[CH2:19][CH:20]([N:22]([CH3:24])[CH3:23])[CH2:21]3)=[C:13]([NH2:15])[CH:14]=2)=[N:6][CH:7]=1. The catalyst class is: 190. (5) Reactant: [Cl:1][C:2]1[C:7]([CH:8]=[O:9])=[CH:6][N:5]=[C:4]2[NH:10][CH:11]=[CH:12][C:3]=12.[H-].[Na+].[CH3:15][C:16]1[CH:21]=[CH:20][C:19]([S:22](Cl)(=[O:24])=[O:23])=[CH:18][CH:17]=1. Product: [Cl:1][C:2]1[C:7]([CH:8]=[O:9])=[CH:6][N:5]=[C:4]2[N:10]([S:22]([C:19]3[CH:20]=[CH:21][C:16]([CH3:15])=[CH:17][CH:18]=3)(=[O:24])=[O:23])[CH:11]=[CH:12][C:3]=12. The catalyst class is: 3. (6) Reactant: [CH3:1][N:2]1[C:7](=[O:8])[C:6]2=[CH:9][N:10]([CH2:12][C:13]3[C:22]4[C:17](=[CH:18][CH:19]=[CH:20][CH:21]=4)[CH:16]=[CH:15][CH:14]=3)[CH:11]=[C:5]2[N:4]([CH2:23][CH:24]([CH3:26])[CH3:25])[C:3]1=[O:27].C([N-]C(C)C)(C)C.[Li+].[I:36]I.[Cl-].[NH4+]. Product: [I:36][C:9]1[N:10]([CH2:12][C:13]2[C:22]3[C:17](=[CH:18][CH:19]=[CH:20][CH:21]=3)[CH:16]=[CH:15][CH:14]=2)[CH:11]=[C:5]2[C:6]=1[C:7](=[O:8])[N:2]([CH3:1])[C:3](=[O:27])[N:4]2[CH2:23][CH:24]([CH3:25])[CH3:26]. The catalyst class is: 7. (7) The catalyst class is: 480. Product: [ClH:28].[CH2:1]([N:8]1[CH2:12][CH2:11][C@@H:10]([C:13]([C:22]2[CH:27]=[CH:26][CH:25]=[CH:24][CH:23]=2)([C:16]2[CH:17]=[CH:18][CH:19]=[CH:20][CH:21]=2)[C:14]#[N:15])[CH2:9]1)[C:2]1[CH:3]=[CH:4][CH:5]=[CH:6][CH:7]=1. Reactant: [CH2:1]([N:8]1[CH2:12][CH2:11][C@@H:10]([C:13]([C:22]2[CH:27]=[CH:26][CH:25]=[CH:24][CH:23]=2)([C:16]2[CH:21]=[CH:20][CH:19]=[CH:18][CH:17]=2)[C:14]#[N:15])[CH2:9]1)[C:2]1[CH:7]=[CH:6][CH:5]=[CH:4][CH:3]=1.[ClH:28].